This data is from Full USPTO retrosynthesis dataset with 1.9M reactions from patents (1976-2016). The task is: Predict the reactants needed to synthesize the given product. Given the product [Br:39][C:9]1[CH:8]=[CH:7][C:12]([S:13]([C:16]2[CH:17]=[C:18]3[C:23](=[C:24]([CH3:26])[CH:25]=2)[N:22]=[CH:21][C:20]([C:27]([NH2:29])=[O:28])=[C:19]3[NH:30][C:31]2[CH:36]=[CH:35][CH:34]=[C:33]([O:37][CH3:38])[CH:32]=2)(=[O:15])=[O:14])=[CH:11][CH:10]=1, predict the reactants needed to synthesize it. The reactants are: OCCCCC[CH2:7][CH2:8][CH2:9][CH2:10][CH2:11][CH2:12][S:13]([C:16]1[CH:17]=[C:18]2[C:23](=[C:24]([CH3:26])[CH:25]=1)[N:22]=[CH:21][C:20]([C:27]([NH2:29])=[O:28])=[C:19]2[NH:30][C:31]1[CH:36]=[CH:35][CH:34]=[C:33]([O:37][CH3:38])[CH:32]=1)(=[O:15])=[O:14].[Br:39]C1C=CC(SC2C=C3C(=C(C)C=2)N=CC(C(N)=O)=C3NC2C=CC=C(OC)C=2)=CC=1.